From a dataset of Reaction yield outcomes from USPTO patents with 853,638 reactions. Predict the reaction yield, written as a fraction of the theoretical maximum amount of product (1.0 means a 100% yield; for example, 0.34 means a 34% yield). (1) The yield is 0.300. The catalyst is C1COCC1. The reactants are [C:1]1([C:7]2[CH:8]=[N:9][O:10][C:11]=2[NH2:12])[CH:6]=[CH:5][CH:4]=[CH:3][CH:2]=1.[Li+].C[Si]([N-][Si](C)(C)C)(C)C.C1N=CN([C:28](N2C=NC=C2)=[O:29])C=1.[C:35]1([C@@H:41]2[CH2:43][C@H:42]2[N:44]2[C:52](=[O:53])[CH:47]3[CH2:48][NH:49][CH2:50][CH2:51][N:46]3[C:45]2=[O:54])[CH:40]=[CH:39][CH:38]=[CH:37][CH:36]=1. The product is [O:53]=[C:52]1[CH:47]2[CH2:48][N:49]([C:28]([NH:12][C:11]3[O:10][N:9]=[CH:8][C:7]=3[C:1]3[CH:2]=[CH:3][CH:4]=[CH:5][CH:6]=3)=[O:29])[CH2:50][CH2:51][N:46]2[C:45](=[O:54])[N:44]1[C@H:42]1[CH2:43][C@@H:41]1[C:35]1[CH:40]=[CH:39][CH:38]=[CH:37][CH:36]=1. (2) The reactants are [CH3:1][O:2][C:3]1[CH:12]=[CH:11][CH:10]=[C:5]([C:6]([O:8][CH3:9])=[O:7])[C:4]=1[OH:13].F[C:15]1[CH:20]=[CH:19][CH:18]=[CH:17][C:16]=1[N+:21]([O-:23])=[O:22].[CH3:24][O:25][C:26]1[CH:39]=[CH:38][CH:37]=[C:36]([C:40]([O:42][CH3:43])=[O:41])[C:27]=1[O:28][C:29]1[CH:35]=[CH:34][CH:33]=[CH:32][C:30]=1[NH2:31].[NH2:44][C:45]1[S:46][CH:47]=[CH:48][N:49]=1. No catalyst specified. The product is [CH3:1][O:2][C:3]1[CH:12]=[CH:11][CH:10]=[C:5]([C:6]([O:8][CH3:9])=[O:7])[C:4]=1[O:13][C:15]1[CH:20]=[CH:19][CH:18]=[CH:17][C:16]=1[N+:21]([O-:23])=[O:22].[CH3:24][O:25][C:26]1[CH:39]=[CH:38][CH:37]=[C:36]([C:40]([O:42][CH3:43])=[O:41])[C:27]=1[O:28][C:29]1[CH:35]=[CH:34][CH:33]=[CH:32][C:30]=1[NH:31][C:4]([NH:44][C:45]1[S:46][CH:47]=[CH:48][N:49]=1)=[O:13]. The yield is 0.820. (3) The product is [Br:2][CH2:8][C@@H:9]1[CH2:13][C:12]([F:15])([F:14])[CH2:11][N:10]1[C:16]1[CH:21]=[CH:20][C:19]([N+:22]([O-:24])=[O:23])=[C:18]([C:25]([F:28])([F:27])[F:26])[CH:17]=1. The catalyst is C(#N)C.C(OCC)(=O)C.O. The reactants are [Na+].[Br-:2].CS(O[CH2:8][C@@H:9]1[CH2:13][C:12]([F:15])([F:14])[CH2:11][N:10]1[C:16]1[CH:21]=[CH:20][C:19]([N+:22]([O-:24])=[O:23])=[C:18]([C:25]([F:28])([F:27])[F:26])[CH:17]=1)(=O)=O. The yield is 0.720. (4) The reactants are [OH:1][CH:2]1[CH2:7][O:6][C:5]2([CH2:12][CH2:11][CH:10]([N:13]3[C:18](=[O:19])[C:17]([CH2:20][C:21]4[CH:26]=[CH:25][C:24]([C:27]5[C:28]([C:33]#[N:34])=[CH:29][CH:30]=[CH:31][CH:32]=5)=[CH:23][CH:22]=4)=[C:16]([CH2:35][CH2:36][CH3:37])[N:15]4[N:38]=[CH:39][N:40]=[C:14]34)[CH2:9][CH2:8]2)[O:4][CH2:3]1.N1C(C)=CC=CC=1C.FC(F)(F)S(O[Si:55]([C:58]([CH3:61])([CH3:60])[CH3:59])([CH3:57])[CH3:56])(=O)=O.Cl. The catalyst is O1CCCC1.O.C(OCC)(=O)C. The product is [Si:55]([O:1][CH:2]1[CH2:7][O:6][C:5]2([CH2:12][CH2:11][CH:10]([N:13]3[C:18](=[O:19])[C:17]([CH2:20][C:21]4[CH:26]=[CH:25][C:24]([C:27]5[C:28]([C:33]#[N:34])=[CH:29][CH:30]=[CH:31][CH:32]=5)=[CH:23][CH:22]=4)=[C:16]([CH2:35][CH2:36][CH3:37])[N:15]4[N:38]=[CH:39][N:40]=[C:14]34)[CH2:9][CH2:8]2)[O:4][CH2:3]1)([C:58]([CH3:61])([CH3:60])[CH3:59])([CH3:57])[CH3:56]. The yield is 1.00. (5) The reactants are Br[C:2]1[CH:8]=[CH:7][CH:6]=[C:5](Br)[C:3]=1[NH2:4].[C:10]1(B(O)O)[CH:15]=[CH:14][CH:13]=[CH:12][CH:11]=1.C([O-])([O-])=O.[Na+].[Na+]. The catalyst is C1(C)C=CC=CC=1.CCO.O.CCOCC.C1C=CC([P]([Pd]([P](C2C=CC=CC=2)(C2C=CC=CC=2)C2C=CC=CC=2)([P](C2C=CC=CC=2)(C2C=CC=CC=2)C2C=CC=CC=2)[P](C2C=CC=CC=2)(C2C=CC=CC=2)C2C=CC=CC=2)(C2C=CC=CC=2)C2C=CC=CC=2)=CC=1. The product is [C:2]1([C:11]2[C:10]([C:2]3[CH:8]=[CH:7][CH:6]=[CH:5][CH:3]=3)=[CH:15][CH:14]=[CH:13][CH:12]=2)[C:3]([NH2:4])=[CH:5][CH:6]=[CH:7][CH:8]=1. The yield is 0.900. (6) The reactants are [NH2:1][C:2]1[CH:3]=[C:4]2[C:9](=[CH:10][C:11]=1[NH:12][CH2:13][CH3:14])[N:8]=[CH:7][N:6]=[C:5]2[N:15]1[CH2:20][CH2:19][N:18]([C:21](=[S:30])[NH:22][CH2:23][C:24]2[CH:29]=[CH:28][CH:27]=[CH:26][CH:25]=2)[CH2:17][CH2:16]1.C(N(CC)CC)C.[C:38](OC(=O)C)(=[O:40])[CH3:39].[Cl-].[Na+]. The catalyst is CN(C)C=O.O. The product is [C:38]([NH:1][C:2]1[CH:3]=[C:4]2[C:9](=[CH:10][C:11]=1[NH:12][CH2:13][CH3:14])[N:8]=[CH:7][N:6]=[C:5]2[N:15]1[CH2:20][CH2:19][N:18]([C:21](=[S:30])[NH:22][CH2:23][C:24]2[CH:29]=[CH:28][CH:27]=[CH:26][CH:25]=2)[CH2:17][CH2:16]1)(=[O:40])[CH3:39]. The yield is 0.270. (7) The reactants are [C:1]([O:5][C:6]([N:8]1[CH2:13][CH2:12][C:11]2[NH:14][N:15]=[C:16]([C:17]3[CH:22]=[CH:21][C:20]([C:23]([F:26])([F:25])[F:24])=[CH:19][CH:18]=3)[C:10]=2[CH2:9]1)=[O:7])([CH3:4])([CH3:3])[CH3:2].[C:27]([O:31][CH3:32])(=[O:30])[CH:28]=[CH2:29].C(O[Na])(C)(C)C. The catalyst is C1(C)C=CC=CC=1. The product is [C:1]([O:5][C:6]([N:8]1[CH2:13][CH2:12][C:11]2[N:14]([CH2:29][CH2:28][C:27]([O:31][CH3:32])=[O:30])[N:15]=[C:16]([C:17]3[CH:18]=[CH:19][C:20]([C:23]([F:24])([F:25])[F:26])=[CH:21][CH:22]=3)[C:10]=2[CH2:9]1)=[O:7])([CH3:4])([CH3:2])[CH3:3]. The yield is 0.150. (8) The reactants are Cl.[NH2:2][CH2:3][C:4]1[CH:12]=[CH:11][CH:10]=[C:9]2[C:5]=1[C:6](=[O:22])[N:7]([CH:14]1[CH2:19][CH2:18][C:17](=[O:20])[NH:16][C:15]1=[O:21])[C:8]2=[O:13].C(N(CC)CC)C.[O:30]1[C:34]([C:35](Cl)=[O:36])=[CH:33][CH:32]=[N:31]1. The catalyst is CC#N. The product is [O:21]=[C:15]1[CH:14]([N:7]2[C:6](=[O:22])[C:5]3[C:9](=[CH:10][CH:11]=[CH:12][C:4]=3[CH2:3][NH:2][C:35]([C:34]3[O:30][N:31]=[CH:32][CH:33]=3)=[O:36])[C:8]2=[O:13])[CH2:19][CH2:18][C:17](=[O:20])[NH:16]1. The yield is 0.270. (9) The reactants are [N:1]1([C:16]([O:18][C:19]([CH3:22])([CH3:21])[CH3:20])=[O:17])[CH2:6][CH2:5][C:4]2([C:15]3[C:10](=[CH:11][CH:12]=[CH:13][CH:14]=3)[CH2:9][NH:8][CH2:7]2)[CH2:3][CH2:2]1.[C:23](Cl)(=[O:25])[CH3:24].C(N(CC)CC)C. The catalyst is ClCCl. The product is [C:23]([N:8]1[CH2:7][C:4]2([CH2:3][CH2:2][N:1]([C:16]([O:18][C:19]([CH3:22])([CH3:21])[CH3:20])=[O:17])[CH2:6][CH2:5]2)[C:15]2[C:10](=[CH:11][CH:12]=[CH:13][CH:14]=2)[CH2:9]1)(=[O:25])[CH3:24]. The yield is 1.00.